Task: Predict which catalyst facilitates the given reaction.. Dataset: Catalyst prediction with 721,799 reactions and 888 catalyst types from USPTO (1) Reactant: [CH:1]1([CH:7]([NH:18][C:19]2[CH:24]=[CH:23][C:22]([C:25]([N:27]([CH3:35])[CH2:28][CH2:29][C:30]([O:32]CC)=[O:31])=[O:26])=[CH:21][CH:20]=2)[C:8]2[O:9][C:10]3[CH:17]=[CH:16][CH:15]=[CH:14][C:11]=3[C:12]=2[CH3:13])[CH2:6][CH2:5][CH2:4][CH2:3][CH2:2]1.CCCCCC.C(O)C.C(O)C.[OH-].[Li+]. Product: [CH:1]1([CH:7]([NH:18][C:19]2[CH:24]=[CH:23][C:22]([C:25]([N:27]([CH3:35])[CH2:28][CH2:29][C:30]([OH:32])=[O:31])=[O:26])=[CH:21][CH:20]=2)[C:8]2[O:9][C:10]3[CH:17]=[CH:16][CH:15]=[CH:14][C:11]=3[C:12]=2[CH3:13])[CH2:6][CH2:5][CH2:4][CH2:3][CH2:2]1. The catalyst class is: 7. (2) Reactant: [CH:1]([CH:3]1[CH2:8][CH2:7][N:6]([C:9]([O:11][CH2:12][C:13]2[CH:18]=[CH:17][CH:16]=[CH:15][CH:14]=2)=[O:10])[CH2:5][CH2:4]1)=O.[N:19]1([C:25]([O:27][C:28]([CH3:31])([CH3:30])[CH3:29])=[O:26])[CH2:24][CH2:23][NH:22][CH2:21][CH2:20]1.C(O[BH-](OC(=O)C)OC(=O)C)(=O)C.[Na+]. Product: [CH2:12]([O:11][C:9]([N:6]1[CH2:7][CH2:8][CH:3]([CH2:1][N:22]2[CH2:21][CH2:20][N:19]([C:25]([O:27][C:28]([CH3:31])([CH3:30])[CH3:29])=[O:26])[CH2:24][CH2:23]2)[CH2:4][CH2:5]1)=[O:10])[C:13]1[CH:18]=[CH:17][CH:16]=[CH:15][CH:14]=1. The catalyst class is: 4. (3) Reactant: [CH3:1][C:2]([C:6]1[CH:11]=[CH:10][C:9]([CH2:12][C:13]2[C:22]3[C:17](=[CH:18][CH:19]=[C:20](B4OC(C)(C)C(C)(C)O4)[CH:21]=3)[N:16]=[CH:15][C:14]=2[N+:32]([O-:34])=[O:33])=[CH:8][CH:7]=1)([CH3:5])[C:3]#[N:4].I[C:36]1[C:44]2[C:39](=[CH:40][CH:41]=[CH:42][CH:43]=2)[NH:38][N:37]=1.C([O-])([O-])=O.[Na+].[Na+]. Product: [N+:32]([C:14]1[CH:15]=[N:16][C:17]2[C:22]([C:13]=1[CH2:12][C:9]1[CH:10]=[CH:11][C:6]([C:2]([CH3:1])([CH3:5])[C:3]#[N:4])=[CH:7][CH:8]=1)=[CH:21][C:20]([C:36]1[C:44]3[C:39](=[CH:40][CH:41]=[CH:42][CH:43]=3)[NH:38][N:37]=1)=[CH:19][CH:18]=2)([O-:34])=[O:33]. The catalyst class is: 339. (4) Reactant: [OH:1][C@@H:2]([CH2:18][N:19]([C:24]1[CH:29]=[CH:28][C:27]([O:30][C:31]2[CH:36]=[CH:35][C:34]([C:37](=[O:39])[NH2:38])=[CH:33][CH:32]=2)=[CH:26][CH:25]=1)[CH2:20][CH:21]([CH3:23])[CH3:22])[CH2:3][O:4][C:5]1[C:17]2[C:16]3[C:11](=[CH:12][CH:13]=[CH:14][CH:15]=3)[NH:10][C:9]=2[CH:8]=[CH:7][CH:6]=1.[ClH:40].C(OCC)(=O)C. Product: [ClH:40].[OH:1][C@@H:2]([CH2:18][N:19]([C:24]1[CH:25]=[CH:26][C:27]([O:30][C:31]2[CH:36]=[CH:35][C:34]([C:37](=[O:39])[NH2:38])=[CH:33][CH:32]=2)=[CH:28][CH:29]=1)[CH2:20][CH:21]([CH3:23])[CH3:22])[CH2:3][O:4][C:5]1[C:17]2[C:16]3[C:11](=[CH:12][CH:13]=[CH:14][CH:15]=3)[NH:10][C:9]=2[CH:8]=[CH:7][CH:6]=1. The catalyst class is: 13. (5) Reactant: [NH2:1][C:2]1[C:6]2[CH:7]=[C:8]3[C:12](=[CH:13][C:5]=2[O:4][N:3]=1)[N:11]([C:14]1[CH:15]=[N:16][C:17]([O:21][CH2:22][CH:23]([CH3:25])[CH3:24])=[C:18]([Cl:20])[CH:19]=1)[C:10](=[O:26])[C:9]13[CH2:28][CH2:27]1.[CH3:29][S:30](Cl)(=[O:32])=[O:31].CCCC[N+](CCCC)(CCCC)CCCC.[F-]. Product: [Cl:20][C:18]1[CH:19]=[C:14]([N:11]2[C:12]3[C:8](=[CH:7][C:6]4[C:2]([NH:1][S:30]([CH3:29])(=[O:32])=[O:31])=[N:3][O:4][C:5]=4[CH:13]=3)[C:9]3([CH2:28][CH2:27]3)[C:10]2=[O:26])[CH:15]=[N:16][C:17]=1[O:21][CH2:22][CH:23]([CH3:25])[CH3:24]. The catalyst class is: 168. (6) Product: [Br:27][C:25]1[CH:24]=[CH:23][C:22]([O:28][CH3:29])=[C:21]([S:18]([NH:17][C:11]2[CH:12]=[N:13][C:14]3[C:9]([CH:10]=2)=[CH:8][C:7]([C:5]([OH:6])=[O:4])=[CH:16][CH:15]=3)(=[O:19])=[O:20])[CH:26]=1. Reactant: [Li+].[OH-].C[O:4][C:5]([C:7]1[CH:8]=[C:9]2[C:14](=[CH:15][CH:16]=1)[N:13]=[CH:12][C:11]([NH:17][S:18]([C:21]1[CH:26]=[C:25]([Br:27])[CH:24]=[CH:23][C:22]=1[O:28][CH3:29])(=[O:20])=[O:19])=[CH:10]2)=[O:6]. The catalyst class is: 20. (7) Reactant: [CH3:1][C:2]1([CH3:14])[CH:7]=[CH:6][N:5]([C:8]2[CH:13]=[CH:12][CH:11]=[CH:10][CH:9]=2)[CH2:4][CH2:3]1.C(N(CC)CC)C.[Br:22][C:23]1[CH:31]=[CH:30][C:26]([C:27](Cl)=[O:28])=[CH:25][CH:24]=1. Product: [Br:22][C:23]1[CH:31]=[CH:30][C:26]([C:27]([C:7]2[C:2]([CH3:14])([CH3:1])[CH2:3][CH2:4][N:5]([C:8]3[CH:13]=[CH:12][CH:11]=[CH:10][CH:9]=3)[CH:6]=2)=[O:28])=[CH:25][CH:24]=1. The catalyst class is: 2.